Dataset: Experimentally validated miRNA-target interactions with 360,000+ pairs, plus equal number of negative samples. Task: Binary Classification. Given a miRNA mature sequence and a target amino acid sequence, predict their likelihood of interaction. (1) The miRNA is cel-miR-243-3p with sequence CGGUACGAUCGCGGCGGGAUAUC. The protein sequence of the target gene is MEFPEHGGRLLGRLRQQRELGFLCDCTVLVGDARFPAHRAVLAACSVYFHLFYRDRPAGSRDTVRLNGDIVTAPAFGRLLDFMYEGRLDLRSLPVEDVLAAASYLHMYDIVKVCKGRLQEKDRSLDPGNPAPGAEPAQPPCPWPVWTADLCPAARKAKLPPFGVKAALPPRASGPPPCQVPEESDQALDLSLKSGPRQERVHPPCVLQTPLCSQRQPGAQPLVKDERDSLSEQEESSSSRSPHSPPKPPPVPAAKGLVVGLQPLPLSGEGSRELELGAGRLASEDELGPGGPLCICPLCS.... Result: 0 (no interaction). (2) The miRNA is hsa-miR-6165 with sequence CAGCAGGAGGUGAGGGGAG. The protein sequence of the target gene is MGQGLWRVVRNQQLQQEGYSEQGYLTREQSRRMAASNISNTNHRKQVQGGIDIYHLLKARKSKEQEGFINLEMLPPELSFTILSYLNATDLCLASCVWQDLANDELLWQGLCKSTWGHCSIYNKNPPLGFSFRKLYMQLDEGSLTFNANPDEGVNYFMSKGILDDSPKEIAKFIFCTRTLNWKKLRIYLDERRDVLDDLVTLHNFRNQFLPNALREFFRHIHAPEERGEYLETLITKFSHRFCACNPDLMRELGLSPDAVYVLCYSLILLSIDLTSPHVKNKMSKREFIRNTRRAAQNIS.... Result: 0 (no interaction). (3) The miRNA is hsa-miR-548ah-5p with sequence AAAAGUGAUUGCAGUGUUUG. The protein sequence of the target gene is MENSTTTISREELEELQEAFNKIDIDNSGYVSDYELQDLFKEASLPLPGYKVREIVEKILSVADSNKDGKISFEEFVSLMQELKSKDISKTFRKIINKREGITAIGGTSTISSEGTQHSYSEEEKVAFVNWINKALENDPDCKHLIPMNPNDDSLFKSLADGILLCKMINLSEPDTIDERAINKKKLTPFTISENLNLALNSASAIGCTVVNIGASDLKEGKPHLVLGLLWQIIKVGLFADIEISRNEALIALLNEGEELEELMKLSPEELLLRWVNYHLTNAGWHTISNFSQDIKDSRA.... Result: 1 (interaction). (4) The miRNA is hsa-miR-4306 with sequence UGGAGAGAAAGGCAGUA. The protein sequence of the target gene is MQTSEREGSGPELSPSVMPEAPLESPPFPTKSPAFDLFNLVLSYKRLEIYLEPLKDAGDGVRYLLRWQMPLCSLLTCLGLNVLFLTLNEGAWYSVGALMISVPALLGYLQEVCRARLPDSELMRRKYHSVRQEDLQRGRLSRPEAVAEVKSFLIQLEAFLSRLCCTCEAAYRVLHWENPVVSSQFYGALLGTVCMLYLLPLCWVLTLLNSTLFLGNVEFFRVVSEYRASLQQRMNPKQEEHAFESPPPPDVGGKDGLMDSTPALTPTEDLTPGSVEEAEEAEPDEEFKDAIEETHLVVLE.... Result: 1 (interaction). (5) The miRNA is hsa-miR-7161-5p with sequence UAAAGACUGUAGAGGCAACUGGU. The protein sequence of the target gene is MKKFFQEFKADIKFKSAGPGQKLKESVGEKAHKEKPNQPAPRPPRQGPTNEAQMAAAAALARLEQKQSRAWGPTSQDTIRNQVRKELQAEATVSGSPEAPGTNVVSEPREEGSAHLAVPGVYFTCPLTGATLRKDQRDACIKEAILLHFSTDPVAASIMKIYTFNKDQDRVKLGVDTIAKYLDNIHLHPEEEKYRKIKLQNKVFQERINCLEGTHEFFEAIGFQKVLLPAQDQEDPEEFYVLSETTLAQPQSLERHKEQLLAAEPVRAKLDRQRRVFQPSPLASQFELPGDFFNLTAEEI.... Result: 0 (no interaction). (6) The miRNA is mmu-miR-29b-2-5p with sequence CUGGUUUCACAUGGUGGCUUAGAUU. The protein sequence of the target gene is MSSNDSSLMAGIIYYSQEKYFHHVQQAAAVGLEKFSNDPVLKFFKAYGVLKEEHIQDAISDLESIRHHPDVSLCSTMALIYAHKRCEIIDREAIQELEYSLKEIRKTVSGTALYYAGLFLWLIGRHDKAKEYIDRMLKISRGFREAYVLRGWVDLTSDKPHTAKKAIEYLEQGIQDTKDVLGLMGKAMYFMMQQNYSEALEVVNQITVTSGSFLPALVLKMQLFLARQDWEQTVEMGHRILEKDESNIDACQILTVHELAREGNMTTVSSLKTQKATNHVRNLIKALETREPENPSLHLK.... Result: 0 (no interaction).